Dataset: Reaction yield outcomes from USPTO patents with 853,638 reactions. Task: Predict the reaction yield, written as a fraction of the theoretical maximum amount of product (1.0 means a 100% yield; for example, 0.34 means a 34% yield). The reactants are [Si]([O:8][CH2:9][C:10]1[CH:11]=[C:12]2[C:16](=[CH:17][CH:18]=1)[NH:15][N:14]=[C:13]2[C:19]([O:21]C)=[O:20])(C(C)(C)C)(C)C.F[C:24]1[CH:29]=[C:28]([I:30])[CH:27]=[CH:26][N:25]=1. No catalyst specified. The product is [OH:8][CH2:9][C:10]1[CH:11]=[C:12]2[C:16](=[CH:17][CH:18]=1)[N:15]([C:24]1[CH:29]=[C:28]([I:30])[CH:27]=[CH:26][N:25]=1)[N:14]=[C:13]2[C:19]([OH:21])=[O:20]. The yield is 0.510.